The task is: Predict the reactants needed to synthesize the given product.. This data is from Full USPTO retrosynthesis dataset with 1.9M reactions from patents (1976-2016). (1) Given the product [C:1]([C:3]1[N:8]=[C:7]([C:9]2[CH:10]=[CH:11][C:12]([C:15]([CH3:20])([CH3:19])[C:16]([NH:28][CH:26]([C:22]3[O:21][CH:25]=[CH:24][CH:23]=3)[CH3:27])=[O:18])=[CH:13][CH:14]=2)[CH:6]=[N:5][CH:4]=1)#[N:2], predict the reactants needed to synthesize it. The reactants are: [C:1]([C:3]1[N:8]=[C:7]([C:9]2[CH:14]=[CH:13][C:12]([C:15]([CH3:20])([CH3:19])[C:16]([OH:18])=O)=[CH:11][CH:10]=2)[CH:6]=[N:5][CH:4]=1)#[N:2].[O:21]1[CH:25]=[CH:24][CH:23]=[C:22]1[CH:26]([NH2:28])[CH3:27]. (2) Given the product [NH2:12][C:10]1[C:9]([O:15][CH3:16])=[C:4]([C:3]([O:17][CH3:18])=[C:2]([Cl:1])[CH:11]=1)[C:5]([O:7][CH3:8])=[O:6], predict the reactants needed to synthesize it. The reactants are: [Cl:1][C:2]1[C:3]([O:17][CH3:18])=[C:4]([C:9]([O:15][CH3:16])=[C:10]([N+:12]([O-])=O)[CH:11]=1)[C:5]([O:7][CH3:8])=[O:6].[Cl-].[NH4+]. (3) Given the product [C:37]1([S:43]([NH:46][C:47](=[O:48])[O:27][CH2:26][CH2:25][CH2:24][C:14]2[CH:15]=[CH:16][C:17]([O:19][CH2:20][CH2:21][O:22][CH3:23])=[CH:18][C:13]=2[O:12][C:3]2[C:2]([Cl:1])=[CH:7][C:6]([C:8]([F:9])([F:11])[F:10])=[CH:5][N:4]=2)(=[O:44])=[O:45])[CH:38]=[CH:39][CH:40]=[CH:41][CH:42]=1, predict the reactants needed to synthesize it. The reactants are: [Cl:1][C:2]1[C:3]([O:12][C:13]2[CH:18]=[C:17]([O:19][CH2:20][CH2:21][O:22][CH3:23])[CH:16]=[CH:15][C:14]=2[CH2:24][CH2:25][CH2:26][OH:27])=[N:4][CH:5]=[C:6]([C:8]([F:11])([F:10])[F:9])[CH:7]=1.C(N(CC)C(C)C)(C)C.[C:37]1([S:43]([N:46]=[C:47]=[O:48])(=[O:45])=[O:44])[CH:42]=[CH:41][CH:40]=[CH:39][CH:38]=1.C(OC(=O)C)(=O)C.Cl. (4) Given the product [CH3:25][O:26][C:27]1[CH:32]=[CH:31][CH:30]=[CH:29][C:28]=1[NH:33][C:16]1[CH:21]=[CH:20][CH:19]=[CH:18][C:17]=1[N+:22]([O-:24])=[O:23], predict the reactants needed to synthesize it. The reactants are: CC([O-])(C)C.[Na+].[O-]P([O-])([O-])=O.[K+].[K+].[K+].Cl[C:16]1[CH:21]=[CH:20][CH:19]=[CH:18][C:17]=1[N+:22]([O-:24])=[O:23].[CH3:25][O:26][C:27]1[C:28]([NH2:33])=[CH:29][CH:30]=[CH:31][CH:32]=1. (5) Given the product [C:54]([O:45][C:46]([C@H:47]1[CH2:12][C@@H:8]([NH:3][CH2:1][C:31]2[CH:34]=[CH:35][C:28]([C:25]3[N:24]=[C:23]([C:20]4[CH:19]=[CH:18][C:17]([CH2:13][CH:14]([CH3:15])[CH3:16])=[CH:22][CH:21]=4)[O:27][N:26]=3)=[CH:29][CH:30]=2)[CH2:9]1)=[O:48])([CH3:55])([CH3:58])[CH3:50], predict the reactants needed to synthesize it. The reactants are: [CH2:1]([N:3](CC)CC)C.[CH2:8]1[CH2:12]OC[CH2:9]1.[CH2:13]([C:17]1[CH:22]=[CH:21][C:20]([C:23]2[O:27][N:26]=[C:25]([C:28]3[CH:35]=[CH:34][C:31](C=O)=[CH:30][CH:29]=3)[N:24]=2)=[CH:19][CH:18]=1)[CH:14]([CH3:16])[CH3:15].C(O[BH-]([O:45][C:46](=[O:48])[CH3:47])OC(=O)C)(=O)C.[Na+].[C:50](O)(=O)C.[CH2:54]1[CH2:58]OC[CH2:55]1. (6) The reactants are: [CH2:1]([O:3][CH2:4][C:5]1[N:6]([N:18]=[CH:19][C:20]2[O:21][CH:22]=[CH:23][CH:24]=2)[C:7]2[C:16]3[CH:15]=[CH:14][CH:13]=[CH:12][C:11]=3[N:10]=[CH:9][C:8]=2[N:17]=1)[CH3:2].[BH4-].[Na+]. Given the product [CH2:1]([O:3][CH2:4][C:5]1[N:6]([NH:18][CH2:19][C:20]2[O:21][CH:22]=[CH:23][CH:24]=2)[C:7]2[C:16]3[CH:15]=[CH:14][CH:13]=[CH:12][C:11]=3[N:10]=[CH:9][C:8]=2[N:17]=1)[CH3:2], predict the reactants needed to synthesize it. (7) Given the product [CH3:17][S:16][C:12]1[N:13]=[C:14]([O:4][CH2:3][C:2]([F:6])([F:5])[F:1])[CH:15]=[CH:10][N:11]=1, predict the reactants needed to synthesize it. The reactants are: [F:1][C:2]([F:6])([F:5])[CH2:3][OH:4].[H-].[Na+].Cl[C:10]1[CH:15]=[CH:14][N:13]=[C:12]([S:16][CH3:17])[N:11]=1.[Cl-].N.